Task: Predict the reactants needed to synthesize the given product.. Dataset: Full USPTO retrosynthesis dataset with 1.9M reactions from patents (1976-2016) Given the product [CH2:23]([N:3]1[C:4]2[CH:5]=[CH:6][CH:7]=[C:8]3[C@@H:13]4[CH2:14][NH:15][CH2:16][CH2:17][C@@H:12]4[N:10]([C:9]=23)[CH2:11][CH2:2]1)[C:24]1[CH:29]=[CH:28][CH:27]=[CH:26][CH:25]=1, predict the reactants needed to synthesize it. The reactants are: O=[C:2]1[CH2:11][N:10]2[C@H:12]3[CH2:17][CH2:16][N:15](C(OCC)=O)[CH2:14][C@H:13]3[C:8]3[C:9]2=[C:4]([CH:5]=[CH:6][CH:7]=3)[NH:3]1.[CH2:23](I)[C:24]1[CH:29]=[CH:28][CH:27]=[CH:26][CH:25]=1.